This data is from Peptide-MHC class I binding affinity with 185,985 pairs from IEDB/IMGT. The task is: Regression. Given a peptide amino acid sequence and an MHC pseudo amino acid sequence, predict their binding affinity value. This is MHC class I binding data. (1) The peptide sequence is ILNFLDWIK. The MHC is HLA-A03:01 with pseudo-sequence HLA-A03:01. The binding affinity (normalized) is 0.515. (2) The peptide sequence is TTTIFAGHLK. The MHC is HLA-A11:01 with pseudo-sequence HLA-A11:01. The binding affinity (normalized) is 0.711.